Dataset: Full USPTO retrosynthesis dataset with 1.9M reactions from patents (1976-2016). Task: Predict the reactants needed to synthesize the given product. Given the product [CH2:5]([C:6]1[S:14][C:13]([NH2:15])=[N:12][N:11]=1)[CH2:4][CH2:3][CH2:2][C:1]1[S:14][C:13]([NH2:15])=[N:12][N:11]=1, predict the reactants needed to synthesize it. The reactants are: [C:1](O)(=O)[CH2:2][CH2:3][CH2:4][CH2:5][C:6](O)=O.[NH2:11][NH:12][C:13]([NH2:15])=[S:14].